From a dataset of Forward reaction prediction with 1.9M reactions from USPTO patents (1976-2016). Predict the product of the given reaction. Given the reactants [NH2:1][C:2]1[N:7]=[CH:6][N:5]=[C:4]([NH:8][C@H:9]([C:11]2[N:16]([C:17]3[CH:22]=[CH:21][CH:20]=[CH:19][CH:18]=3)[C:15](=[O:23])[C:14]3=[CH:24][CH:25]=[CH:26][N:13]3[N:12]=2)[CH3:10])[C:3]=1Br.[CH3:28][O:29][C:30]1[CH:35]=[CH:34][C:33]([S:36]([NH:39][C:40]2[CH:45]=[CH:44][CH:43]=[C:42](B3OC(C)(C)C(C)(C)O3)[CH:41]=2)(=[O:38])=[O:37])=[CH:32][CH:31]=1.C(=O)([O-])[O-].[Cs+].[Cs+], predict the reaction product. The product is: [NH2:1][C:2]1[C:3]([C:42]2[CH:41]=[C:40]([NH:39][S:36]([C:33]3[CH:34]=[CH:35][C:30]([O:29][CH3:28])=[CH:31][CH:32]=3)(=[O:38])=[O:37])[CH:45]=[CH:44][CH:43]=2)=[C:4]([NH:8][C@H:9]([C:11]2[N:16]([C:17]3[CH:22]=[CH:21][CH:20]=[CH:19][CH:18]=3)[C:15](=[O:23])[C:14]3=[CH:24][CH:25]=[CH:26][N:13]3[N:12]=2)[CH3:10])[N:5]=[CH:6][N:7]=1.